From a dataset of Peptide-MHC class II binding affinity with 134,281 pairs from IEDB. Regression. Given a peptide amino acid sequence and an MHC pseudo amino acid sequence, predict their binding affinity value. This is MHC class II binding data. (1) The peptide sequence is TQARAAAAAFEQAHA. The MHC is HLA-DPA10201-DPB10501 with pseudo-sequence HLA-DPA10201-DPB10501. The binding affinity (normalized) is 0.220. (2) The peptide sequence is LVQNIIVKLETKDMK. The MHC is DRB1_0101 with pseudo-sequence DRB1_0101. The binding affinity (normalized) is 0.420. (3) The peptide sequence is GPLQIVDKIDAAFKI. The MHC is DRB1_0802 with pseudo-sequence DRB1_0802. The binding affinity (normalized) is 0.447. (4) The peptide sequence is QNLARTISEAGQAMA. The MHC is DRB1_1001 with pseudo-sequence DRB1_1001. The binding affinity (normalized) is 0.399. (5) The peptide sequence is SKKDKFVAANAGGTV. The MHC is DRB5_0101 with pseudo-sequence DRB5_0101. The binding affinity (normalized) is 0.551. (6) The peptide sequence is ASAAIFGHDGTVWAQ. The MHC is DRB1_1201 with pseudo-sequence DRB1_1201. The binding affinity (normalized) is 0.241. (7) The peptide sequence is DYDVVYLKPLAGMYK. The MHC is DRB1_0405 with pseudo-sequence DRB1_0405. The binding affinity (normalized) is 0.295. (8) The peptide sequence is LAECARRRLRTLVLA. The MHC is HLA-DQA10501-DQB10302 with pseudo-sequence HLA-DQA10501-DQB10302. The binding affinity (normalized) is 0.439. (9) The peptide sequence is SDFYALISERFINYA. The MHC is DRB5_0101 with pseudo-sequence DRB5_0101. The binding affinity (normalized) is 0.855. (10) The peptide sequence is DESWQQFRQELIPLL. The MHC is HLA-DPA10103-DPB10301 with pseudo-sequence HLA-DPA10103-DPB10301. The binding affinity (normalized) is 0.470.